Dataset: Forward reaction prediction with 1.9M reactions from USPTO patents (1976-2016). Task: Predict the product of the given reaction. (1) Given the reactants [NH2:1][C:2]1[S:3][C:4]2[CH:10]=[C:9]([O:11]C)[CH:8]=[CH:7][C:5]=2[N:6]=1.B(Br)(Br)Br, predict the reaction product. The product is: [NH2:1][C:2]1[S:3][C:4]2[CH:10]=[C:9]([OH:11])[CH:8]=[CH:7][C:5]=2[N:6]=1. (2) Given the reactants [CH2:1]([O:8][C:9]1[CH:14]=CC(NC2C3C(=CC=C(Br)C=3)N=CN=2)=CC=1)[C:2]1[CH:7]=C[CH:5]=[CH:4][CH:3]=1.CN1C([Sn](CCCC)(CCCC)CCCC)=CN=N1.[O:46]1CCOCC1, predict the reaction product. The product is: [C:9]([O:8][CH2:1][CH3:2])(=[O:46])[CH3:14].[CH3:5][CH2:4][CH2:3][CH:2]([CH3:7])[CH3:1]. (3) Given the reactants [NH2:1][C@H:2]1[CH2:7][CH2:6][C@H:5]([NH:8][C:9]([C:11]2[C:15]3[N:16]=[CH:17][N:18]=[C:19]([C:20]4[CH:25]=[C:24]([O:26][CH3:27])[CH:23]=[CH:22][C:21]=4[O:28][CH2:29][CH:30]4[CH2:32][CH2:31]4)[C:14]=3[NH:13][CH:12]=2)=[O:10])[CH2:4][CH2:3]1.[CH:33]1([C:36](Cl)=[O:37])[CH2:35][CH2:34]1, predict the reaction product. The product is: [CH:33]1([C:36]([NH:1][C@H:2]2[CH2:7][CH2:6][C@H:5]([NH:8][C:9]([C:11]3[C:15]4[N:16]=[CH:17][N:18]=[C:19]([C:20]5[CH:25]=[C:24]([O:26][CH3:27])[CH:23]=[CH:22][C:21]=5[O:28][CH2:29][CH:30]5[CH2:31][CH2:32]5)[C:14]=4[NH:13][CH:12]=3)=[O:10])[CH2:4][CH2:3]2)=[O:37])[CH2:35][CH2:34]1. (4) Given the reactants I[C:2]1[C:3]([O:17][CH2:18][C:19]([F:22])([F:21])[F:20])=[N:4][CH:5]=[C:6]([CH:16]=1)[C:7]([NH:9][C:10]1[CH:11]=[N:12][CH:13]=[CH:14][CH:15]=1)=[O:8].[C:23]1(B2OC(C)(C)C(C)(C)O2)[CH2:27][CH2:26][CH2:25][CH:24]=1, predict the reaction product. The product is: [C:23]1([C:2]2[C:3]([O:17][CH2:18][C:19]([F:22])([F:21])[F:20])=[N:4][CH:5]=[C:6]([CH:16]=2)[C:7]([NH:9][C:10]2[CH:11]=[N:12][CH:13]=[CH:14][CH:15]=2)=[O:8])[CH2:27][CH2:26][CH2:25][CH:24]=1. (5) Given the reactants [C:1]([O:5]C(=O)[NH:7][CH:8]1[CH:25]([C:26]([N:28]2[CH2:32][CH2:31][CH2:30][CH2:29]2)=[O:27])[CH2:24][N:11]2[CH2:12][CH2:13][C:14]3[C:19]([CH:10]2[CH2:9]1)=[CH:18][C:17]([O:20][CH3:21])=[C:16]([O:22][CH3:23])[CH:15]=3)(C)(C)C.[CH2:34]([Cl:36])[Cl:35].C[OH:38].[NH4+].[OH-], predict the reaction product. The product is: [CH2:34]([Cl:36])[Cl:35].[CH3:1][OH:5].[NH4+:7].[OH-:38].[NH2:7][CH:8]1[CH:25]([C:26]([N:28]2[CH2:29][CH2:30][CH2:31][CH2:32]2)=[O:27])[CH2:24][N:11]2[CH2:12][CH2:13][C:14]3[C:19]([CH:10]2[CH2:9]1)=[CH:18][C:17]([O:20][CH3:21])=[C:16]([O:22][CH3:23])[CH:15]=3. (6) Given the reactants C1(P(C2C=CC=CC=2)C2C=CC=CC=2OC2C=CC=CC=2P(C2C=CC=CC=2)C2C=CC=CC=2)C=CC=CC=1.[CH2:40]([N:47]([C@@H:55]([CH2:58][C:59]1[CH:64]=[CH:63][C:62](I)=[CH:61][CH:60]=1)[CH2:56][OH:57])[C:48](=[O:54])[O:49][C:50]([CH3:53])([CH3:52])[CH3:51])[C:41]1[CH:46]=[CH:45][CH:44]=[CH:43][CH:42]=1.[SH:66][C:67]1[CH:72]=[CH:71][C:70]([OH:73])=[CH:69][CH:68]=1.CC(C)([O-])C.[K+], predict the reaction product. The product is: [CH2:40]([N:47]([C@@H:55]([CH2:58][C:59]1[CH:64]=[CH:63][C:62]([S:66][C:67]2[CH:72]=[CH:71][C:70]([OH:73])=[CH:69][CH:68]=2)=[CH:61][CH:60]=1)[CH2:56][OH:57])[C:48](=[O:54])[O:49][C:50]([CH3:53])([CH3:52])[CH3:51])[C:41]1[CH:46]=[CH:45][CH:44]=[CH:43][CH:42]=1.